Dataset: Reaction yield outcomes from USPTO patents with 853,638 reactions. Task: Predict the reaction yield, written as a fraction of the theoretical maximum amount of product (1.0 means a 100% yield; for example, 0.34 means a 34% yield). (1) The reactants are [S:1]1[C:5]([C:6](=[O:23])[CH2:7][O:8][C:9]([CH:11]2[CH2:15][CH2:14][CH2:13][N:12]2[C:16]([O:18][C:19]([CH3:22])([CH3:21])[CH3:20])=[O:17])=[O:10])=[CH:4][CH:3]2[S:24][CH:25]=[CH:26][CH:2]12.[Br:27]N1C(=O)CCC1=O. The catalyst is CN(C=O)C.CCOC(C)=O. The product is [C:19]([O:18][C:16]([N:12]1[CH2:13][CH2:14][CH2:15][CH:11]1[C:9]([O:8][CH2:7][C:6]([C:5]1[S:1][CH:2]2[CH:26]=[C:25]([Br:27])[S:24][CH:3]2[CH:4]=1)=[O:23])=[O:10])=[O:17])([CH3:20])([CH3:21])[CH3:22]. The yield is 0.660. (2) The reactants are C([O:8][C:9]1[CH:18]=[CH:17][CH:16]=[C:15]2[C:10]=1[C:11](=[O:28])[CH:12]=[C:13]([C:19]1[CH:24]=[C:23]([Br:25])[CH:22]=[CH:21][C:20]=1[O:26][CH3:27])[O:14]2)C1C=CC=CC=1. The catalyst is C(O)(=O)C.O. The product is [Br:25][C:23]1[CH:22]=[CH:21][C:20]([O:26][CH3:27])=[C:19]([C:13]2[O:14][C:15]3[C:10]([C:11](=[O:28])[CH:12]=2)=[C:9]([OH:8])[CH:18]=[CH:17][CH:16]=3)[CH:24]=1. The yield is 0.700. (3) The reactants are C[O:2][C:3](=O)[CH2:4][CH:5]1[CH2:8][N:7]([C:9]([O:11][C:12]([CH3:15])([CH3:14])[CH3:13])=[O:10])[CH2:6]1.[NH2:17][NH2:18].O. The catalyst is CO. The product is [NH:17]([C:3](=[O:2])[CH2:4][CH:5]1[CH2:8][N:7]([C:9]([O:11][C:12]([CH3:15])([CH3:14])[CH3:13])=[O:10])[CH2:6]1)[NH2:18]. The yield is 0.960. (4) The reactants are [CH3:1][C:2]1([CH3:28])[C:14]2[O:13][C:12]3[CH:15]=[CH:16][CH:17]=[CH:18][C:11]=3[C:10]=2C(=O)[C:8]2[C:3]1=[CH:4][C:5](OS(C(F)(F)F)(=O)=O)=[CH:6][CH:7]=2.C(=[NH:42])(C1C=CC=CC=1)C1C=CC=CC=1.[C:43](=[O:46])([O-])[O-].[Cs+].[Cs+].C1C=CC(P(C2C(C3C(P(C4C=CC=CC=4)C4C=CC=CC=4)=CC=C4C=3C=CC=C4)=C3C(C=CC=C3)=CC=2)C2C=CC=CC=2)=CC=1. The catalyst is C(OCC)(=O)C.C([O-])(=O)C.[Pd+2].C([O-])(=O)C.C1COCC1. The product is [NH2:42][C:5]1[CH:4]=[C:3]2[C:8](=[CH:7][CH:6]=1)[C:43](=[O:46])[C:10]1[C:11]3[CH:18]=[CH:17][CH:16]=[CH:15][C:12]=3[O:13][C:14]=1[C:2]2([CH3:28])[CH3:1]. The yield is 0.230. (5) The reactants are Cl.[N+:2]([C:5]1(OCC)[CH:10]=[CH:9][C:8](N)=[CH:7][CH2:6]1)([O-:4])=[O:3].[C:15]([C:19]1[CH:20]=[C:21]([CH:25]=[C:26]([C:29]([CH3:32])([CH3:31])[CH3:30])[C:27]=1[OH:28])[C:22]([OH:24])=O)([CH3:18])([CH3:17])[CH3:16].[CH2:33]([N:35](CC)CC)[CH3:34].C1(N=C=NC2CCCCC2)CCCCC1. The catalyst is C1COCC1. The product is [CH3:30][C:29]([C:26]1[CH:25]=[C:21]([CH:20]=[C:19]([C:15]([CH3:17])([CH3:16])[CH3:18])[C:27]=1[OH:28])[C:22]([NH:35][CH2:33][CH2:34][C:8]1[CH:7]=[CH:6][C:5]([N+:2]([O-:4])=[O:3])=[CH:10][CH:9]=1)=[O:24])([CH3:31])[CH3:32]. The yield is 0.730. (6) The reactants are [OH:1][C:2]1[CH:7]=[C:6]([CH3:8])[C:5]([NH:9][CH:10]=[O:11])=[C:4]([CH3:12])[C:3]=1[CH3:13].[H-].[Na+].Br[CH2:17]/[CH:18]=[CH:19]/[C:20]1[CH:25]=[CH:24][C:23]([CH:26]([CH3:28])[CH3:27])=[CH:22][CH:21]=1.O. The catalyst is CN(C)C=O. The product is [CH:26]([C:23]1[CH:22]=[CH:21][C:20](/[CH:19]=[CH:18]/[CH2:17][O:1][C:2]2[CH:7]=[C:6]([CH3:8])[C:5]([NH:9][CH:10]=[O:11])=[C:4]([CH3:12])[C:3]=2[CH3:13])=[CH:25][CH:24]=1)([CH3:28])[CH3:27]. The yield is 0.590. (7) The reactants are CS([O:5][C@@H:6]([CH3:16])[CH2:7][O:8][Si:9]([C:12]([CH3:15])([CH3:14])[CH3:13])([CH3:11])[CH3:10])(=O)=O.CC(C)([O-])C.[K+].CS(C)=O.[Cl:27][C:28]1[CH:29]=[C:30](O)[CH:31]=[N:32][C:33]=1[O:34][C:35]1[CH:36]=[C:37]2[C:42](=[CH:43][CH:44]=1)[N:41]=[CH:40][N:39]=[C:38]2[NH:45][C:46]1[CH:50]=[CH:49][N:48]([CH3:51])[N:47]=1. The catalyst is O. The product is [Si:9]([O:8][CH2:7][C@@H:6]([CH3:16])[O:5][C:30]1[CH:29]=[C:28]([Cl:27])[C:33]([O:34][C:35]2[CH:36]=[C:37]3[C:42](=[CH:43][CH:44]=2)[N:41]=[CH:40][N:39]=[C:38]3[NH:45][C:46]2[CH:50]=[CH:49][N:48]([CH3:51])[N:47]=2)=[N:32][CH:31]=1)([C:12]([CH3:15])([CH3:14])[CH3:13])([CH3:11])[CH3:10]. The yield is 0.330. (8) The reactants are [Br:1][C:2]1[CH:7]=[CH:6][C:5]([C:8]2([CH2:13][OH:14])[CH2:12][CH2:11][CH2:10][CH2:9]2)=[CH:4][CH:3]=1.CCN(CC)CC.[S:22](Cl)([CH3:25])(=[O:24])=[O:23]. The catalyst is ClCCl. The product is [Br:1][C:2]1[CH:3]=[CH:4][C:5]([C:8]2([CH2:13][O:14][S:22]([CH3:25])(=[O:24])=[O:23])[CH2:12][CH2:11][CH2:10][CH2:9]2)=[CH:6][CH:7]=1. The yield is 0.860. (9) The product is [C:1]([C:5]1[CH:6]=[C:7]([NH:20][C:21]([NH:23][C@@H:24]2[C:33]3[C:28](=[CH:29][CH:30]=[CH:31][CH:32]=3)[C@H:27]([O:34][C:35]3[CH:36]=[CH:37][C:38]4[N:39]([C:41]([N:44]5[CH2:49][CH2:48][CH2:47][CH2:46][C@@H:45]5[CH3:50])=[N:42][N:43]=4)[CH:40]=3)[CH2:26][CH2:25]2)=[O:22])[N:8]([C:10]2[CH:15]=[C:14]([O:16][CH2:17][CH2:18][O:19][S:52]([CH3:51])(=[O:54])=[O:53])[CH:13]=[N:12][CH:11]=2)[N:9]=1)([CH3:4])([CH3:2])[CH3:3]. The reactants are [C:1]([C:5]1[CH:6]=[C:7]([NH:20][C:21]([NH:23][C@@H:24]2[C:33]3[C:28](=[CH:29][CH:30]=[CH:31][CH:32]=3)[C@H:27]([O:34][C:35]3[CH:36]=[CH:37][C:38]4[N:39]([C:41]([N:44]5[CH2:49][CH2:48][CH2:47][CH2:46][C@@H:45]5[CH3:50])=[N:42][N:43]=4)[CH:40]=3)[CH2:26][CH2:25]2)=[O:22])[N:8]([C:10]2[CH:11]=[N:12][CH:13]=[C:14]([O:16][CH2:17][CH2:18][OH:19])[CH:15]=2)[N:9]=1)([CH3:4])([CH3:3])[CH3:2].[CH3:51][S:52](Cl)(=[O:54])=[O:53].CCN(C(C)C)C(C)C. The catalyst is C(Cl)Cl. The yield is 1.00.